Dataset: Reaction yield outcomes from USPTO patents with 853,638 reactions. Task: Predict the reaction yield, written as a fraction of the theoretical maximum amount of product (1.0 means a 100% yield; for example, 0.34 means a 34% yield). (1) The reactants are [CH3:1][S:2]([O:5][C:6]1[CH:11]=[C:10]([C:12]2[C:20]3[C:19]([NH:21][C@H:22]([C:24]4[N:29]([C:30]5[CH:35]=[CH:34][CH:33]=[CH:32][CH:31]=5)[C:28](=[O:36])[C:27]5=[CH:37][CH:38]=[CH:39][N:26]5[N:25]=4)[CH3:23])=[N:18][CH:17]=[N:16][C:15]=3[N:14](COCC[Si](C)(C)C)[CH:13]=2)[CH:9]=[C:8]([NH:48][S:49]([CH3:52])(=[O:51])=[O:50])[CH:7]=1)(=[O:4])=[O:3].FC(F)(F)C(O)=O.N. The yield is 0.520. The product is [CH3:1][S:2]([O:5][C:6]1[CH:11]=[C:10]([C:12]2[C:20]3[C:19]([NH:21][C@H:22]([C:24]4[N:29]([C:30]5[CH:35]=[CH:34][CH:33]=[CH:32][CH:31]=5)[C:28](=[O:36])[C:27]5=[CH:37][CH:38]=[CH:39][N:26]5[N:25]=4)[CH3:23])=[N:18][CH:17]=[N:16][C:15]=3[NH:14][CH:13]=2)[CH:9]=[C:8]([NH:48][S:49]([CH3:52])(=[O:50])=[O:51])[CH:7]=1)(=[O:4])=[O:3]. No catalyst specified. (2) The reactants are [Br:1][C:2]1[CH:10]=[CH:9][C:5]([C:6](O)=[O:7])=[C:4]([Cl:11])[CH:3]=1.O.C(=O)([O-])O.[Na+]. The catalyst is O1CCCC1. The product is [Br:1][C:2]1[CH:10]=[CH:9][C:5]([CH2:6][OH:7])=[C:4]([Cl:11])[CH:3]=1. The yield is 0.970.